The task is: Predict the product of the given reaction.. This data is from Forward reaction prediction with 1.9M reactions from USPTO patents (1976-2016). (1) The product is: [CH2:27]([O:26][C:4]1[C:5]2[S:10][C:9]3[N:11]=[C:12]([C:16]4[CH:21]=[CH:20][C:19]([O:22][CH3:23])=[C:18]([O:24][CH3:25])[CH:17]=4)[CH:13]=[C:14]([CH3:15])[C:8]=3[C:6]=2[N:7]=[C:2]([N:29]2[CH2:34][CH2:33][NH:32][CH2:31][CH2:30]2)[N:3]=1)[CH3:28]. Given the reactants Cl[C:2]1[N:3]=[C:4]([O:26][CH2:27][CH3:28])[C:5]2[S:10][C:9]3[N:11]=[C:12]([C:16]4[CH:21]=[CH:20][C:19]([O:22][CH3:23])=[C:18]([O:24][CH3:25])[CH:17]=4)[CH:13]=[C:14]([CH3:15])[C:8]=3[C:6]=2[N:7]=1.[NH:29]1[CH2:34][CH2:33][NH:32][CH2:31][CH2:30]1, predict the reaction product. (2) Given the reactants S(Cl)(Cl)=O.CO.[CH3:7][O:8][C:9]1[CH:15]=[CH:14][CH:13]=[C:11]([OH:12])[C:10]=1[OH:16].C1(Cl)C(Cl)=C(Cl)C(=O)C(=O)C=1Cl, predict the reaction product. The product is: [CH3:7][O:8][C:9]1[C:10](=[O:16])[C:11](=[O:12])[CH:13]=[CH:14][CH:15]=1. (3) The product is: [NH2:22][CH2:25][C:26]1([O:32][CH3:33])[CH2:31][CH2:30][N:29]([C:2]2[N:7]=[C:6]([NH:8][C:9]3[N:14]=[CH:13][C:12]4[N:15]=[C:16]([CH3:21])[N:17]([CH:18]([CH3:20])[CH3:19])[C:11]=4[CH:10]=3)[CH:5]=[CH:4][N:3]=2)[CH2:28][CH2:27]1. Given the reactants Cl[C:2]1[N:7]=[C:6]([NH:8][C:9]2[N:14]=[CH:13][C:12]3[N:15]=[C:16]([CH3:21])[N:17]([CH:18]([CH3:20])[CH3:19])[C:11]=3[CH:10]=2)[CH:5]=[CH:4][N:3]=1.[N:22]([CH2:25][C:26]1([O:32][CH3:33])[CH2:31][CH2:30][NH:29][CH2:28][CH2:27]1)=[N+]=[N-], predict the reaction product. (4) Given the reactants [Cl:1][C:2]1[C:3]2[CH:10]=[CH:9][NH:8][C:4]=2[N:5]=[CH:6][N:7]=1.[Br:11]N1C(=O)CCC1=O.O, predict the reaction product. The product is: [Br:11][C:10]1[C:3]2[C:2]([Cl:1])=[N:7][CH:6]=[N:5][C:4]=2[NH:8][CH:9]=1. (5) The product is: [CH3:21][O:20][C:18]([C:16]1[S:17][C:13]([C:11](=[O:12])[CH:10]=[C:9]([C:4]2[CH:5]=[C:6]([Cl:8])[CH:7]=[C:2]([Cl:1])[CH:3]=2)[C:26]([F:29])([F:28])[F:27])=[C:14]2[CH2:25][CH2:24][CH2:23][CH2:22][C:15]=12)=[O:19]. Given the reactants [Cl:1][C:2]1[CH:3]=[C:4]([C:9](O)([C:26]([F:29])([F:28])[F:27])[CH2:10][C:11]([C:13]2[S:17][C:16]([C:18]([O:20][CH3:21])=[O:19])=[C:15]3[CH2:22][CH2:23][CH2:24][CH2:25][C:14]=23)=[O:12])[CH:5]=[C:6]([Cl:8])[CH:7]=1.O=S(Cl)Cl.N1C=CC=CC=1, predict the reaction product. (6) Given the reactants [CH2:1]([O:3][C:4]1[NH:12][C:11]2[C:10](=[O:13])[N:9]([CH2:14][CH2:15][CH2:16][OH:17])[C:8](=[O:18])[N:7]([CH2:19][CH3:20])[C:6]=2[N:5]=1)[CH3:2].Br[CH2:22][C:23]1[CH:28]=[CH:27][C:26]([Cl:29])=[CH:25][CH:24]=1.C(=O)([O-])[O-].[K+].[K+], predict the reaction product. The product is: [Cl:29][C:26]1[CH:27]=[CH:28][C:23]([CH2:22][N:12]2[C:11]3[C:10](=[O:13])[N:9]([CH2:14][CH2:15][CH2:16][OH:17])[C:8](=[O:18])[N:7]([CH2:19][CH3:20])[C:6]=3[N:5]=[C:4]2[O:3][CH2:1][CH3:2])=[CH:24][CH:25]=1. (7) Given the reactants Br[C:2]1[CH:3]=[N:4][C:5]2[N:6]([N:8]=[C:9]([CH3:11])[CH:10]=2)[CH:7]=1.[C:12]([C:14]1[CH:19]=[CH:18][CH:17]=[C:16]([F:20])[CH:15]=1)#[CH:13], predict the reaction product. The product is: [F:20][C:16]1[CH:15]=[C:14]([C:12]#[C:13][C:2]2[CH:3]=[N:4][C:5]3[N:6]([N:8]=[C:9]([CH3:11])[CH:10]=3)[CH:7]=2)[CH:19]=[CH:18][CH:17]=1. (8) Given the reactants [C:1]([N:4]1[CH2:9][CH2:8][CH2:7][CH2:6][CH:5]1[C:10]1[CH:11]=[C:12]([CH:16]=[C:17]([CH:19]([CH:21]2[CH2:26][CH2:25][CH2:24][CH2:23][CH2:22]2)[CH3:20])[CH:18]=1)[C:13]([O-:15])=[O:14])(=[O:3])[CH3:2], predict the reaction product. The product is: [C:1]([N:4]1[CH2:9][CH2:8][CH2:7][CH2:6][CH:5]1[C:10]1[CH:11]=[C:12]([CH:16]=[C:17]([CH:19]([CH:21]2[CH2:26][CH2:25][CH2:24][CH2:23][CH2:22]2)[CH3:20])[CH:18]=1)[C:13]([OH:15])=[O:14])(=[O:3])[CH3:2]. (9) Given the reactants Br[CH2:2][CH2:3][O:4][C:5]1[CH:6]=[CH:7][C:8]([C:21]2[NH:30][C:29](=[O:31])[C:28]3[C:23](=[CH:24][CH:25]=[CH:26][C:27]=3[O:32][CH3:33])[N:22]=2)=[N:9][C:10]=1[C:11]1[CH:16]=[CH:15][C:14]([S:17]([CH3:20])(=[O:19])=[O:18])=[CH:13][CH:12]=1.[CH:34]([NH2:37])([CH3:36])[CH3:35], predict the reaction product. The product is: [CH:34]([NH:37][CH2:2][CH2:3][O:4][C:5]1[CH:6]=[CH:7][C:8]([C:21]2[NH:30][C:29](=[O:31])[C:28]3[C:23](=[CH:24][CH:25]=[CH:26][C:27]=3[O:32][CH3:33])[N:22]=2)=[N:9][C:10]=1[C:11]1[CH:16]=[CH:15][C:14]([S:17]([CH3:20])(=[O:19])=[O:18])=[CH:13][CH:12]=1)([CH3:36])[CH3:35].